This data is from Reaction yield outcomes from USPTO patents with 853,638 reactions. The task is: Predict the reaction yield, written as a fraction of the theoretical maximum amount of product (1.0 means a 100% yield; for example, 0.34 means a 34% yield). (1) The reactants are C[Al](C)C.[NH2:5][C:6]1[CH:13]=[CH:12][C:9]([C:10]#[N:11])=[CH:8][N:7]=1.[Si:14]([O:31][CH2:32][CH2:33][O:34][CH2:35][C@H:36]([O:41][C:42]1[N:47]=[CH:46][N:45]=[C:44]2[N:48]([C:51]3[CH:56]=[CH:55][CH:54]=[C:53]([Cl:57])[C:52]=3[Cl:58])[N:49]=[CH:50][C:43]=12)[C:37](OC)=[O:38])([C:27]([CH3:30])([CH3:29])[CH3:28])([C:21]1[CH:26]=[CH:25][CH:24]=[CH:23][CH:22]=1)[C:15]1[CH:20]=[CH:19][CH:18]=[CH:17][CH:16]=1. The catalyst is C1(C)C=CC=CC=1. The product is [Si:14]([O:31][CH2:32][CH2:33][O:34][CH2:35][C@H:36]([O:41][C:42]1[N:47]=[CH:46][N:45]=[C:44]2[N:48]([C:51]3[CH:56]=[CH:55][CH:54]=[C:53]([Cl:57])[C:52]=3[Cl:58])[N:49]=[CH:50][C:43]=12)[C:37]([NH:5][C:6]1[CH:13]=[CH:12][C:9]([C:10]#[N:11])=[CH:8][N:7]=1)=[O:38])([C:27]([CH3:28])([CH3:29])[CH3:30])([C:21]1[CH:22]=[CH:23][CH:24]=[CH:25][CH:26]=1)[C:15]1[CH:20]=[CH:19][CH:18]=[CH:17][CH:16]=1. The yield is 0.940. (2) The reactants are [CH3:1][N:2]1[C:6]([CH3:7])=[C:5]([N:8]=O)[C:4]([C:10]2[CH:15]=[CH:14][CH:13]=[CH:12][CH:11]=2)=[N:3]1. The catalyst is CO.[OH-].[OH-].[Pd+2]. The product is [CH3:1][N:2]1[C:6]([CH3:7])=[C:5]([NH2:8])[C:4]([C:10]2[CH:15]=[CH:14][CH:13]=[CH:12][CH:11]=2)=[N:3]1. The yield is 1.00. (3) The reactants are [C:1]([O:9]CC)(=O)[CH2:2][C:3]([O:5][CH2:6][CH3:7])=[O:4].[H-].[Na+].[H][H].[F:16][C:17]1[CH:35]=[CH:34][C:20]([CH2:21][N:22]2[C:27]3[CH:28]=[CH:29][CH:30]=[CH:31][C:26]=3[C:25](=O)[O:24]C2=O)=[CH:19][CH:18]=1. The product is [CH2:6]([O:5][C:3]([C:2]1[C:1](=[O:9])[N:22]([CH2:21][C:20]2[CH:19]=[CH:18][C:17]([F:16])=[CH:35][CH:34]=2)[C:27]2[C:26]([C:25]=1[OH:24])=[CH:31][CH:30]=[CH:29][CH:28]=2)=[O:4])[CH3:7]. The yield is 0.780. The catalyst is CC(N(C)C)=O.